Dataset: Catalyst prediction with 721,799 reactions and 888 catalyst types from USPTO. Task: Predict which catalyst facilitates the given reaction. (1) Reactant: C([N:8]1[CH2:13][CH2:12][C@@H:11]([CH3:14])[C@@H:10]([N:15]2[C:19]3=[C:20]4[CH:26]=[CH:25][NH:24][C:21]4=[N:22][CH:23]=[C:18]3[C:17]([NH:27][C:28](=[O:33])[C:29]([NH:31][CH3:32])=[O:30])=[N:16]2)[CH2:9]1)C1C=CC=CC=1.C(N1CC[C@H](C)[C@H](N2C3=C4C=CNC4=NC=C3C(NC(=O)C(NC)=O)=N2)C1)C1C=CC=CC=1. Product: [CH3:32][NH:31][C:29](=[O:30])[C:28]([NH:27][C:17]1[C:18]2[C:19](=[C:20]3[CH:26]=[CH:25][NH:24][C:21]3=[N:22][CH:23]=2)[N:15]([C@@H:10]2[C@H:11]([CH3:14])[CH2:12][CH2:13][NH:8][CH2:9]2)[N:16]=1)=[O:33]. The catalyst class is: 320. (2) Reactant: [Cl:1][C:2]1[CH:30]=[CH:29][C:5]([CH2:6][O:7][C:8]2[C:9]([O:26][CH2:27][CH3:28])=[C:10]([CH:14](OC)[C:15]3[C:23]4[C:18](=[N:19][CH:20]=[CH:21][CH:22]=4)[NH:17][CH:16]=3)[CH:11]=[CH:12][CH:13]=2)=[CH:4][CH:3]=1.FC(F)(F)C(O)=O.C([SiH](CC)CC)C. Product: [Cl:1][C:2]1[CH:3]=[CH:4][C:5]([CH2:6][O:7][C:8]2[C:9]([O:26][CH2:27][CH3:28])=[C:10]([CH:11]=[CH:12][CH:13]=2)[CH2:14][C:15]2[C:23]3[C:18](=[N:19][CH:20]=[CH:21][CH:22]=3)[NH:17][CH:16]=2)=[CH:29][CH:30]=1. The catalyst class is: 10. (3) Reactant: N1(O[C:11]2[C:12]3[N:13]=[CH:14][N:15]([C:38]=3[N:39]=[CH:40][N:41]=2)[C@@H:16]2[O:37][C@H:27]([CH2:28][O:29][Si:30]([C:33]([CH3:36])([CH3:35])[CH3:34])([CH3:32])[CH3:31])[C@@H:18]([O:19][Si:20]([C:23]([CH3:26])([CH3:25])[CH3:24])([CH3:22])[CH3:21])[CH2:17]2)C2C=CC=CC=2N=N1.C([O-])([O-])=O.[Cs+].[Cs+].[NH:48]1[CH:52]=[CH:51][N:50]=[CH:49]1. Product: [N:48]1([C:11]2[N:41]=[CH:40][N:39]=[C:38]3[C:12]=2[N:13]=[CH:14][N:15]3[C@@H:16]2[O:37][C@H:27]([CH2:28][O:29][Si:30]([C:33]([CH3:36])([CH3:35])[CH3:34])([CH3:31])[CH3:32])[C@@H:18]([O:19][Si:20]([C:23]([CH3:26])([CH3:24])[CH3:25])([CH3:22])[CH3:21])[CH2:17]2)[CH:52]=[CH:51][N:50]=[CH:49]1. The catalyst class is: 57. (4) Reactant: [CH3:1][C:2]1[CH:7]=[CH:6][CH:5]=[C:4]([CH3:8])[C:3]=1[CH2:9][S:10]([OH:13])(=O)=[O:11].S(Cl)(Cl)=O.[NH3:18].Cl. Product: [CH3:1][C:2]1[CH:7]=[CH:6][CH:5]=[C:4]([CH3:8])[C:3]=1[CH2:9][S:10]([NH2:18])(=[O:13])=[O:11]. The catalyst class is: 9. (5) Reactant: Br[CH2:2][C:3]1[CH:8]=[CH:7][C:6]([CH2:9][CH2:10][C:11]2[N:12]=[C:13]([NH:16][C:17](=[O:19])[CH3:18])[S:14][CH:15]=2)=[CH:5][CH:4]=1.[N:20]1([C:26]([O:28][C:29]([CH3:32])([CH3:31])[CH3:30])=[O:27])[CH2:25][CH2:24][NH:23][CH2:22][CH2:21]1.C(=O)([O-])[O-].[K+].[K+].CN(C)C=O. Product: [C:17]([NH:16][C:13]1[S:14][CH:15]=[C:11]([CH2:10][CH2:9][C:6]2[CH:7]=[CH:8][C:3]([CH2:2][N:23]3[CH2:22][CH2:21][N:20]([C:26]([O:28][C:29]([CH3:32])([CH3:31])[CH3:30])=[O:27])[CH2:25][CH2:24]3)=[CH:4][CH:5]=2)[N:12]=1)(=[O:19])[CH3:18]. The catalyst class is: 69. (6) Reactant: [H-].[Al+3].[Li+].[H-].[H-].[H-].C([O:9][C:10](=O)[C:11]1[CH:16]=[CH:15][C:14]([C:17]2[CH:22]=[CH:21][C:20]([F:23])=[CH:19][CH:18]=2)=[N:13][C:12]=1[CH3:24])C.[Cl-].[Na+].Cl. Product: [F:23][C:20]1[CH:21]=[CH:22][C:17]([C:14]2[N:13]=[C:12]([CH3:24])[C:11]([CH2:10][OH:9])=[CH:16][CH:15]=2)=[CH:18][CH:19]=1. The catalyst class is: 7. (7) Reactant: [CH:1]1([C:5]2[CH:10]=[CH:9][C:8]([C:11]3[N:12]=[CH:13][C:14]([NH2:17])=[N:15][CH:16]=3)=[C:7]([F:18])[C:6]=2[O:19][CH2:20][CH:21]2[CH2:26][CH2:25][NH:24][CH2:23][CH2:22]2)[CH2:4][CH2:3][CH2:2]1.[CH3:27][S:28](Cl)(=[O:30])=[O:29]. Product: [CH:1]1([C:5]2[CH:10]=[CH:9][C:8]([C:11]3[N:12]=[CH:13][C:14]([NH2:17])=[N:15][CH:16]=3)=[C:7]([F:18])[C:6]=2[O:19][CH2:20][CH:21]2[CH2:22][CH2:23][N:24]([S:28]([CH3:27])(=[O:30])=[O:29])[CH2:25][CH2:26]2)[CH2:2][CH2:3][CH2:4]1. The catalyst class is: 298. (8) Reactant: [CH2:1]([C:3]([C:21]1[CH:26]=[CH:25][C:24]([OH:27])=[C:23]([CH3:28])[CH:22]=1)([C:6]1[CH:11]=[CH:10][C:9](/[CH:12]=[CH:13]/[C:14]([CH2:18][CH3:19])([OH:17])[CH2:15][CH3:16])=[C:8]([CH3:20])[CH:7]=1)[CH2:4][CH3:5])[CH3:2].C([O-])([O-])=O.[K+].[K+].[CH3:35][C:36]1([CH3:53])[O:40][C@H:39]([CH2:41]OS(C2C=CC(C)=CC=2)(=O)=O)[CH2:38][O:37]1.[NH4+].[Cl-]. Product: [CH3:35][C:36]1([CH3:53])[O:40][C@H:39]([CH2:41][O:27][C:24]2[CH:25]=[CH:26][C:21]([C:3]([C:6]3[CH:11]=[CH:10][C:9](/[CH:12]=[CH:13]/[C:14]([CH2:15][CH3:16])([OH:17])[CH2:18][CH3:19])=[C:8]([CH3:20])[CH:7]=3)([CH2:4][CH3:5])[CH2:1][CH3:2])=[CH:22][C:23]=2[CH3:28])[CH2:38][O:37]1. The catalyst class is: 3. (9) Reactant: [C:1]1([C:7]2[S:8][CH:9]=[C:10]([CH2:12][OH:13])[N:11]=2)[CH:6]=[CH:5][CH:4]=[CH:3][CH:2]=1.Cl[C:15]1[N:20]=[CH:19][C:18]([C:21](OC)=[O:22])=[CH:17][CH:16]=1.[H-].[Na+].O. Product: [C:1]1([C:7]2[S:8][CH:9]=[C:10]([CH2:12][O:13][C:15]3[CH:16]=[CH:17][C:18]([CH2:21][OH:22])=[CH:19][N:20]=3)[N:11]=2)[CH:2]=[CH:3][CH:4]=[CH:5][CH:6]=1. The catalyst class is: 9.